This data is from Full USPTO retrosynthesis dataset with 1.9M reactions from patents (1976-2016). The task is: Predict the reactants needed to synthesize the given product. Given the product [C:1]([N:4]1[C:9]2[N:10]=[C:11]([C@H:24]([NH:26][CH2:28][C:29]3[N:33]([CH3:34])[N:32]=[C:31]([CH3:35])[CH:30]=3)[CH3:25])[N:12]([C:15]3[CH:20]=[CH:19][C:18]([O:21][CH2:22][CH3:23])=[CH:17][CH:16]=3)[C:13](=[O:14])[C:8]=2[CH2:7][CH2:6][CH2:5]1)(=[O:3])[CH3:2], predict the reactants needed to synthesize it. The reactants are: [C:1]([N:4]1[C:9]2[N:10]=[C:11]([C@H:24]([NH2:26])[CH3:25])[N:12]([C:15]3[CH:20]=[CH:19][C:18]([O:21][CH2:22][CH3:23])=[CH:17][CH:16]=3)[C:13](=[O:14])[C:8]=2[CH2:7][CH2:6][CH2:5]1)(=[O:3])[CH3:2].Br[CH2:28][C:29]1[N:33]([CH3:34])[N:32]=[C:31]([CH3:35])[CH:30]=1.C(=O)([O-])[O-].[K+].[K+].